From a dataset of hERG potassium channel inhibition data for cardiac toxicity prediction from Karim et al.. Regression/Classification. Given a drug SMILES string, predict its toxicity properties. Task type varies by dataset: regression for continuous values (e.g., LD50, hERG inhibition percentage) or binary classification for toxic/non-toxic outcomes (e.g., AMES mutagenicity, cardiotoxicity, hepatotoxicity). Dataset: herg_karim. (1) The compound is CN1CC(Cn2nc(-c3cnc4[nH]cc(C(=O)NC(C)(C)C)c4n3)c3cc(OC(F)F)ccc32)C1. The result is 1 (blocker). (2) The compound is CCOC(=O)C1=C(CN)NC(c2nccs2)=NC1c1ccc(Cl)cc1Cl. The result is 0 (non-blocker). (3) The compound is CNC(=O)Nc1ccc(-c2nc(N3CC4CCC(C3)O4)c3cnn(C4CCC5(CC4)OCCO5)c3n2)cc1. The result is 0 (non-blocker). (4) The compound is O=C1N([C@]2(c3ccccc3)CC[C@@H](N3CCC4(CCOC4)CC3)CC2)CCC1(O)c1cc(C(F)(F)F)cc(C(F)(F)F)c1. The result is 1 (blocker). (5) The molecule is NC1=N[C@@]2(CO1)c1cc(-c3cccnc3F)ccc1Oc1c2cc(N2CCC(F)C2)nc1F. The result is 0 (non-blocker). (6) The result is 0 (non-blocker). The molecule is N#Cc1ccc(S(=O)(=O)NCCN2CC3CN(Cc4noc5ccccc45)CC(C2)O3)cc1.